Dataset: Full USPTO retrosynthesis dataset with 1.9M reactions from patents (1976-2016). Task: Predict the reactants needed to synthesize the given product. (1) Given the product [Si:1]([O:18][CH2:19][C:20]1[C:25]([N:26]2[CH2:31][C@@H:30]([CH3:32])[O:29][C@H:28]([CH3:33])[CH2:27]2)=[C:24]([F:34])[C:23]([F:35])=[C:22]([C:39]([C:41]2[S:42][CH:43]=[CH:44][N:45]=2)=[O:40])[CH:21]=1)([C:14]([CH3:16])([CH3:17])[CH3:15])([C:2]1[CH:7]=[CH:6][CH:5]=[CH:4][CH:3]=1)[C:8]1[CH:13]=[CH:12][CH:11]=[CH:10][CH:9]=1, predict the reactants needed to synthesize it. The reactants are: [Si:1]([O:18][CH2:19][C:20]1[C:25]([N:26]2[CH2:31][C@@H:30]([CH3:32])[O:29][C@H:28]([CH3:33])[CH2:27]2)=[C:24]([F:34])[C:23]([F:35])=[CH:22][CH:21]=1)([C:14]([CH3:17])([CH3:16])[CH3:15])([C:8]1[CH:13]=[CH:12][CH:11]=[CH:10][CH:9]=1)[C:2]1[CH:7]=[CH:6][CH:5]=[CH:4][CH:3]=1.CON(C)[C:39]([C:41]1[S:42][CH:43]=[CH:44][N:45]=1)=[O:40].C1COCC1. (2) Given the product [Cl:1][C:2]1[N:7]=[C:6]([C:8]2[N:38]3[CH:39]=[CH:40][CH:41]=[C:42]([F:43])[C:37]3=[N:36][C:9]=2[C:11]2[CH:12]=[C:13]([CH:25]=[CH:26][CH:27]=2)[C:14]([NH:16][C:17]2[C:22]([F:23])=[CH:21][CH:20]=[CH:19][C:18]=2[F:24])=[O:15])[CH:5]=[CH:4][N:3]=1, predict the reactants needed to synthesize it. The reactants are: [Cl:1][C:2]1[N:7]=[C:6]([CH2:8][C:9]([C:11]2[CH:12]=[C:13]([CH:25]=[CH:26][CH:27]=2)[C:14]([NH:16][C:17]2[C:22]([F:23])=[CH:21][CH:20]=[CH:19][C:18]=2[F:24])=[O:15])=O)[CH:5]=[CH:4][N:3]=1.C1C(=O)N(Br)C(=O)C1.[NH2:36][C:37]1[C:42]([F:43])=[CH:41][CH:40]=[CH:39][N:38]=1.CCOCC. (3) The reactants are: [CH3:1][O:2][C:3]1([O:12][CH3:13])[CH2:7][CH2:6][CH:5]([C:8](OC)=[O:9])[CH2:4]1.[H-].[Al+3].[Li+].[H-].[H-].[H-]. Given the product [CH3:13][O:12][C:3]1([O:2][CH3:1])[CH2:7][CH2:6][CH:5]([CH2:8][OH:9])[CH2:4]1, predict the reactants needed to synthesize it. (4) Given the product [CH3:42][CH2:43][C:44]1[CH:45]=[CH:46][C:47]([CH2:50][CH2:51][O:52][C:53]2[CH:54]=[CH:55][C:56]([CH2:59][CH:60]3[S:66][C:64](=[O:65])[NH:63][C:61]3=[O:62])=[CH:57][CH:58]=2)=[N:48][CH:49]=1, predict the reactants needed to synthesize it. The reactants are: OC1O[C@H](CO)[C@@H](O[C@@H]2O[C@H](CO)[C@H](O)[C@H](O)[C@H]2O)[C@H](O)[C@H]1O.S([O-])(OCCCCCCCCCCCC)(=O)=O.[Na+].[CH3:42][CH2:43][C:44]1[CH:45]=[CH:46][C:47]([CH2:50][CH2:51][O:52][C:53]2[CH:54]=[CH:55][C:56]([CH2:59][CH:60]3[S:66][C:64](=[O:65])[NH:63][C:61]3=[O:62])=[CH:57][CH:58]=2)=[N:48][CH:49]=1.Cl. (5) Given the product [N:21]1([CH2:20][CH2:19][N:15]2[C:14]([C:8]3[S:9][C:10]4[CH2:11][CH2:12][O:13][C:4]5[CH:3]=[C:2]([C:41]6[CH:40]=[N:39][N:38]([CH2:37][CH2:36][OH:35])[CH:42]=6)[CH:28]=[CH:27][C:5]=5[C:6]=4[N:7]=3)=[N:18][CH:17]=[N:16]2)[CH2:22][CH2:23][O:24][CH2:25][CH2:26]1, predict the reactants needed to synthesize it. The reactants are: Br[C:2]1[CH:28]=[CH:27][C:5]2[C:6]3[N:7]=[C:8]([C:14]4[N:15]([CH2:19][CH2:20][N:21]5[CH2:26][CH2:25][O:24][CH2:23][CH2:22]5)[N:16]=[CH:17][N:18]=4)[S:9][C:10]=3[CH2:11][CH2:12][O:13][C:4]=2[CH:3]=1.O1CCCCC1[O:35][CH2:36][CH2:37][N:38]1[CH:42]=[C:41](B2OC(C)(C)C(C)(C)O2)[CH:40]=[N:39]1.